From a dataset of Forward reaction prediction with 1.9M reactions from USPTO patents (1976-2016). Predict the product of the given reaction. (1) Given the reactants [C:1]([O:5][C:6]([N:8]1[CH2:12][CH2:11][CH2:10][C@@H:9]1[CH2:13][O:14][C:15]1[C:16]([C:21]([OH:23])=O)=[N:17][CH:18]=[CH:19][CH:20]=1)=[O:7])([CH3:4])([CH3:3])[CH3:2].[CH2:24]([CH2:26][NH2:27])[OH:25], predict the reaction product. The product is: [OH:25][CH2:24][CH2:26][NH:27][C:21]([C:16]1[C:15]([O:14][CH2:13][C@H:9]2[CH2:10][CH2:11][CH2:12][N:8]2[C:6]([O:5][C:1]([CH3:2])([CH3:3])[CH3:4])=[O:7])=[CH:20][CH:19]=[CH:18][N:17]=1)=[O:23]. (2) Given the reactants [CH3:1][O:2][C:3]1[CH:4]=[C:5]2[C:9](=[CH:10][CH:11]=1)[N:8]([CH3:12])[CH:7]=[C:6]2[C:13]1[N:30](COCC[Si](C)(C)C)[C:16]2[N:17]=[CH:18][C:19]3[N:20]([C:21]([CH:24]4[CH2:29][CH2:28][CH2:27][O:26][CH2:25]4)=[N:22][CH:23]=3)[C:15]=2[CH:14]=1.C(O)(C(F)(F)F)=O.[NH4+].[OH-].O, predict the reaction product. The product is: [CH3:1][O:2][C:3]1[CH:4]=[C:5]2[C:9](=[CH:10][CH:11]=1)[N:8]([CH3:12])[CH:7]=[C:6]2[C:13]1[NH:30][C:16]2[N:17]=[CH:18][C:19]3[N:20]([C:21]([CH:24]4[CH2:29][CH2:28][CH2:27][O:26][CH2:25]4)=[N:22][CH:23]=3)[C:15]=2[CH:14]=1. (3) Given the reactants [F:1][C:2]([F:16])([CH2:12][CH2:13][CH2:14][CH3:15])[C:3](=[O:11])[CH2:4]P(=O)(OC)OC.[OH-].[K+].[C:19]([O:22][C@@H:23]1[C@H:27]([CH2:28][CH2:29][CH2:30][CH2:31][CH2:32][CH2:33][C:34]([O:36][CH3:37])=[O:35])[C@@H:26]([CH:38]=O)[C@H:25]([O:40][CH:41]2[CH2:46][CH2:45][CH2:44][CH2:43][O:42]2)[CH2:24]1)(=[O:21])[CH3:20].O, predict the reaction product. The product is: [C:19]([O:22][C@@H:23]1[C@H:27]([CH2:28][CH2:29][CH2:30][CH2:31][CH2:32][CH2:33][C:34]([O:36][CH3:37])=[O:35])[C@@H:26](/[CH:38]=[CH:4]/[C:3](=[O:11])[C:2]([F:1])([F:16])[CH2:12][CH2:13][CH2:14][CH3:15])[C@H:25]([O:40][CH:41]2[CH2:46][CH2:45][CH2:44][CH2:43][O:42]2)[CH2:24]1)(=[O:21])[CH3:20]. (4) Given the reactants [F:1][C:2]1[CH:16]=[CH:15][C:5]([CH2:6][N:7]2[CH2:12][CH:11]3[CH2:13][CH2:14][CH:8]2[CH2:9][NH:10]3)=[CH:4][CH:3]=1.[Cl:17][C:18]1[CH:28]=[CH:27][C:21]([O:22][CH2:23][C:24](Cl)=[O:25])=[CH:20][CH:19]=1, predict the reaction product. The product is: [Cl:17][C:18]1[CH:28]=[CH:27][C:21]([O:22][CH2:23][C:24]([N:10]2[CH2:9][CH:8]3[CH2:14][CH2:13][CH:11]2[CH2:12][N:7]3[CH2:6][C:5]2[CH:15]=[CH:16][C:2]([F:1])=[CH:3][CH:4]=2)=[O:25])=[CH:20][CH:19]=1. (5) The product is: [Cl:1][C:2]1[CH:3]=[CH:4][C:5]([OH:11])=[C:6]([C:13]2[CH:18]=[CH:17][N:16]=[C:15]([CH:19]=[O:20])[CH:14]=2)[CH:7]=1. Given the reactants [Cl:1][C:2]1[CH:3]=[CH:4][C:5]([OH:11])=[C:6](B(O)O)[CH:7]=1.Br[C:13]1[CH:18]=[CH:17][N:16]=[C:15]([CH:19]=[O:20])[CH:14]=1.C(=O)([O-])[O-].[K+].[K+].O1CCOCC1, predict the reaction product. (6) Given the reactants [Cl:1][C:2]1[CH:3]=[C:4]([C:9]2([C:22]([F:25])([F:24])[F:23])[O:13][N:12]=[C:11]([C:14]3[CH:15]=[CH:16][C:17]([CH3:21])=[C:18]([CH:20]=3)[NH2:19])[CH2:10]2)[CH:5]=[C:6]([Cl:8])[CH:7]=1.[C:26]([CH2:28][C:29](O)=[O:30])#[N:27].Cl.C(N(CC)CCCN=C=NCC)C.C(=O)([O-])O.[Na+], predict the reaction product. The product is: [Cl:1][C:2]1[CH:3]=[C:4]([C:9]2([C:22]([F:23])([F:25])[F:24])[O:13][N:12]=[C:11]([C:14]3[CH:15]=[CH:16][C:17]([CH3:21])=[C:18]([NH:19][C:29](=[O:30])[CH2:28][C:26]#[N:27])[CH:20]=3)[CH2:10]2)[CH:5]=[C:6]([Cl:8])[CH:7]=1. (7) Given the reactants [CH3:1][CH:2]([CH3:21])[CH2:3][C:4]1[CH:11]=[CH:10][C:9](B2OC(C)(C)C(C)(C)O2)=[CH:8][C:5]=1[C:6]#[N:7].[Br:22][C:23]1[N:27]=[C:26](Cl)[S:25][N:24]=1.P([O-])([O-])([O-])=O.[K+].[K+].[K+], predict the reaction product. The product is: [Br:22][C:23]1[N:27]=[C:26]([C:9]2[CH:10]=[CH:11][C:4]([CH2:3][CH:2]([CH3:1])[CH3:21])=[C:5]([CH:8]=2)[C:6]#[N:7])[S:25][N:24]=1.